Dataset: Catalyst prediction with 721,799 reactions and 888 catalyst types from USPTO. Task: Predict which catalyst facilitates the given reaction. (1) Reactant: Cl[C:2]1[CH:7]=[CH:6][C:5]([C:8]([F:11])([F:10])[F:9])=[CH:4][N:3]=1.[CH2:12]([O:19][C:20]1[CH:25]=[CH:24][C:23](B(O)O)=[CH:22][CH:21]=1)[C:13]1[CH:18]=[CH:17][CH:16]=[CH:15][CH:14]=1.[F-].[Cs+]. Product: [CH2:12]([O:19][C:20]1[CH:25]=[CH:24][C:23]([C:2]2[CH:7]=[CH:6][C:5]([C:8]([F:11])([F:10])[F:9])=[CH:4][N:3]=2)=[CH:22][CH:21]=1)[C:13]1[CH:18]=[CH:17][CH:16]=[CH:15][CH:14]=1. The catalyst class is: 12. (2) Reactant: [Cl:1][C:2]1[C:3]2[N:4]([C:8]([CH:11]3[CH2:19][CH2:18][CH2:17][C:16]4[N:15]([CH3:20])[N:14]=[CH:13][C:12]3=4)=[N:9][CH:10]=2)[CH:5]=[CH:6][N:7]=1.C1C(=O)N([Br:28])C(=O)C1. Product: [Br:28][C:10]1[N:9]=[C:8]([CH:11]2[CH2:19][CH2:18][CH2:17][C:16]3[N:15]([CH3:20])[N:14]=[CH:13][C:12]2=3)[N:4]2[CH:5]=[CH:6][N:7]=[C:2]([Cl:1])[C:3]=12. The catalyst class is: 3. (3) Reactant: I.[Br:2][C:3]1[CH:4]=[C:5]2[C:10]([NH:11][C@H:12]3[C@@H:16]([CH2:17][F:18])[CH2:15][NH:14][CH2:13]3)=[C:9]([C:19]([NH2:21])=[O:20])[CH:8]=[N:7][N:6]2[CH:22]=1.CCN(CC)CC.[CH3:30][S:31](Cl)(=[O:33])=[O:32].CCOC(C)=O. Product: [Br:2][C:3]1[CH:4]=[C:5]2[C:10]([NH:11][C@H:12]3[C@@H:16]([CH2:17][F:18])[CH2:15][N:14]([S:31]([CH3:30])(=[O:33])=[O:32])[CH2:13]3)=[C:9]([C:19]([NH2:21])=[O:20])[CH:8]=[N:7][N:6]2[CH:22]=1. The catalyst class is: 3. (4) Reactant: Br[CH:2]([CH:16]([CH3:18])[CH3:17])[CH2:3][N-:4][C:5]1[CH:10]=[C:9]([O:11][CH3:12])[CH:8]=[C:7]([CH2:13][OH:14])[C:6]=1[OH:15].C(=O)([O-])[O-:20].[K+].[K+].C(O)(=O)CC(CC(O)=O)(C(O)=O)O. Product: [OH:14][CH2:13][C:7]1[C:6]2[O:15][CH:2]([CH:16]([CH3:18])[CH3:17])[C:3](=[O:20])[NH:4][C:5]=2[CH:10]=[C:9]([O:11][CH3:12])[CH:8]=1. The catalyst class is: 9.